Dataset: Forward reaction prediction with 1.9M reactions from USPTO patents (1976-2016). Task: Predict the product of the given reaction. Given the reactants [C:1]12([C:11](=[O:20])[CH2:12][S:13][C:14]3[N:18]([CH3:19])[CH:17]=[N:16][N:15]=3)[CH2:10][CH:5]3[CH2:6][CH:7]([CH2:9][CH:3]([CH2:4]3)[CH2:2]1)[CH2:8]2.C1C=C(Cl)C=C(C(OO)=[O:29])C=1, predict the reaction product. The product is: [C:1]12([C:11](=[O:20])[CH2:12][S:13]([C:14]3[N:18]([CH3:19])[CH:17]=[N:16][N:15]=3)=[O:29])[CH2:8][CH:7]3[CH2:9][CH:3]([CH2:4][CH:5]([CH2:6]3)[CH2:10]1)[CH2:2]2.